From a dataset of Forward reaction prediction with 1.9M reactions from USPTO patents (1976-2016). Predict the product of the given reaction. (1) Given the reactants [NH:1]1[CH2:6][CH2:5][O:4][C:3]2[N:7]=[CH:8][C:9]([C:11]3[CH:16]=[CH:15][C:14]([C:17](=[O:19])[CH3:18])=[CH:13][CH:12]=3)=[CH:10][C:2]1=2.[Br:20][C:21]1[CH:22]=[C:23]([CH:27]=[C:28]([Br:32])[C:29]=1[O:30][CH3:31])[C:24](Cl)=[O:25].C(N(CC)CC)C.O, predict the reaction product. The product is: [Br:20][C:21]1[CH:22]=[C:23]([CH:27]=[C:28]([Br:32])[C:29]=1[O:30][CH3:31])[C:24]([N:1]1[CH2:6][CH2:5][O:4][C:3]2[N:7]=[CH:8][C:9]([C:11]3[CH:16]=[CH:15][C:14]([C:17](=[O:19])[CH3:18])=[CH:13][CH:12]=3)=[CH:10][C:2]1=2)=[O:25]. (2) Given the reactants [CH2:1]([O:3][C:4]1[CH:9]=[CH:8][C:7]([C:10]2[Te:14][C:13]([CH:15]=O)=[CH:12][CH:11]=2)=[C:6]([F:17])[C:5]=1[F:18])[CH3:2].[CH3:19][C:20](C)([O-])C.[K+], predict the reaction product. The product is: [CH2:1]([O:3][C:4]1[CH:9]=[CH:8][C:7]([C:10]2[Te:14][C:13]([CH:15]=[CH:19][CH3:20])=[CH:12][CH:11]=2)=[C:6]([F:17])[C:5]=1[F:18])[CH3:2]. (3) Given the reactants [CH3:1][N:2]1[C:6]2=[N:7][CH:8]=[CH:9][CH:10]=[C:5]2[N:4]([CH:11]2[CH2:16][CH2:15][N:14](C(OC(C)(C)C)=O)[CH2:13][CH2:12]2)[C:3]1=[O:24].[F:25][C:26]([F:31])([F:30])[C:27]([OH:29])=[O:28], predict the reaction product. The product is: [F:25][C:26]([F:31])([F:30])[C:27]([OH:29])=[O:28].[CH3:1][N:2]1[C:6]2=[N:7][CH:8]=[CH:9][CH:10]=[C:5]2[N:4]([CH:11]2[CH2:16][CH2:15][NH:14][CH2:13][CH2:12]2)[C:3]1=[O:24]. (4) Given the reactants [N-:1]=[N+:2]=[N-:3].[Na+].[CH3:5][C:6]([CH3:34])([CH3:33])[CH:7]([C:19]1[CH:32]=[CH:31][C:22]([O:23][CH2:24][C:25]2[CH:30]=[CH:29][CH:28]=[CH:27][N:26]=2)=[CH:21][CH:20]=1)[C:8]1[CH:13]=[CH:12][C:11](/[CH:14]=[CH:15]/[N+]([O-])=O)=[CH:10][CH:9]=1, predict the reaction product. The product is: [CH3:5][C:6]([CH3:34])([CH3:33])[CH:7]([C:19]1[CH:20]=[CH:21][C:22]([O:23][CH2:24][C:25]2[CH:30]=[CH:29][CH:28]=[CH:27][N:26]=2)=[CH:31][CH:32]=1)[C:8]1[CH:9]=[CH:10][C:11]([C:14]2[N:1]=[N:2][NH:3][CH:15]=2)=[CH:12][CH:13]=1. (5) Given the reactants [F:1][C:2]1[CH:7]=[CH:6][C:5]([CH:8]2[N:12]([S:13]([C:16]3[CH:21]=[CH:20][C:19]([CH3:22])=[CH:18][CH:17]=3)(=[O:15])=[O:14])[CH:11]([C:23]([OH:25])=O)[CH2:10][CH2:9]2)=[CH:4][CH:3]=1.S(Cl)([Cl:28])=O, predict the reaction product. The product is: [F:1][C:2]1[CH:7]=[CH:6][C:5]([CH:8]2[N:12]([S:13]([C:16]3[CH:21]=[CH:20][C:19]([CH3:22])=[CH:18][CH:17]=3)(=[O:15])=[O:14])[CH:11]([C:23]([Cl:28])=[O:25])[CH2:10][CH2:9]2)=[CH:4][CH:3]=1.